This data is from Full USPTO retrosynthesis dataset with 1.9M reactions from patents (1976-2016). The task is: Predict the reactants needed to synthesize the given product. (1) Given the product [CH:14]1([NH:18][C:11]([C:2]2[CH:3]=[CH:4][C:5]3[C:10](=[CH:9][CH:8]=[N:7][CH:6]=3)[N:1]=2)=[O:13])[CH2:17][CH2:16][CH2:15]1, predict the reactants needed to synthesize it. The reactants are: [N:1]1[C:10]2[C:5](=[CH:6][N:7]=[CH:8][CH:9]=2)[CH:4]=[CH:3][C:2]=1[C:11]([OH:13])=O.[CH:14]1([NH2:18])[CH2:17][CH2:16][CH2:15]1.F[P-](F)(F)(F)(F)F.N1(O[P+](N(C)C)(N(C)C)N(C)C)C2C=CC=CC=2N=N1. (2) Given the product [CH3:22][O:23][C:24](=[O:25])[NH:26][CH:27]([C:28]([N:18]1[CH2:19][CH2:20][CH2:21][CH:17]1[C:15]1[NH:16][C:12]([C:7]2[CH:6]=[CH:5][C:4]3[C:9](=[CH:10][CH:11]=[C:2]([Br:1])[CH:3]=3)[CH:8]=2)=[CH:13][N:14]=1)=[O:29])[CH:31]([CH3:33])[CH3:32], predict the reactants needed to synthesize it. The reactants are: [Br:1][C:2]1[CH:3]=[C:4]2[C:9](=[CH:10][CH:11]=1)[CH:8]=[C:7]([C:12]1[NH:16][C:15]([CH:17]3[CH2:21][CH2:20][CH2:19][NH:18]3)=[N:14][CH:13]=1)[CH:6]=[CH:5]2.[CH3:22][O:23][C:24]([NH:26][CH:27]([CH:31]([CH3:33])[CH3:32])[C:28](O)=[O:29])=[O:25].CN(C(ON1N=NC2C=CC=NC1=2)=[N+](C)C)C.F[P-](F)(F)(F)(F)F.CN1CCOCC1.